From a dataset of Full USPTO retrosynthesis dataset with 1.9M reactions from patents (1976-2016). Predict the reactants needed to synthesize the given product. (1) Given the product [Cl:2][C:3]1[C:4]([OH:32])=[CH:5][C:6]([OH:28])=[C:7]([CH:27]=1)[C:8]([N:10]1[CH2:14][CH2:13][CH2:12][CH:11]1[C:15]1[C:16]([CH3:26])=[C:17]([CH:23]=[CH:24][CH:25]=1)[C:18]([NH:20][CH2:21][CH3:22])=[O:19])=[O:9], predict the reactants needed to synthesize it. The reactants are: Cl.[Cl:2][C:3]1[C:4]([O:32]COC)=[CH:5][C:6]([O:28]COC)=[C:7]([CH:27]=1)[C:8]([N:10]1[CH2:14][CH2:13][CH2:12][CH:11]1[C:15]1[C:16]([CH3:26])=[C:17]([CH:23]=[CH:24][CH:25]=1)[C:18]([NH:20][CH2:21][CH3:22])=[O:19])=[O:9].C([O-])(O)=O.[Na+]. (2) Given the product [CH3:15][C:16]1[CH:17]=[CH:18][C:19]([C:2]2[CH:7]=[CH:6][C:5]([C:8]([F:11])([F:10])[F:9])=[CH:4][C:3]=2[N+:12]([O-:14])=[O:13])=[N:20][CH:21]=1, predict the reactants needed to synthesize it. The reactants are: Br[C:2]1[CH:7]=[CH:6][C:5]([C:8]([F:11])([F:10])[F:9])=[CH:4][C:3]=1[N+:12]([O-:14])=[O:13].[CH3:15][C:16]1[CH:17]=[CH:18][C:19](C2C=CC([N+]([O-])=O)=CC=2C(F)(F)F)=[N:20][CH:21]=1. (3) Given the product [Br:20][CH2:19][C:10]1[N:9]=[C:8]([C:3]2[CH:4]=[CH:5][CH:6]=[CH:7][C:2]=2[Cl:1])[C:13]([C:14]([O:16][CH2:17][CH3:18])=[O:15])=[CH:12][N:11]=1, predict the reactants needed to synthesize it. The reactants are: [Cl:1][C:2]1[CH:7]=[CH:6][CH:5]=[CH:4][C:3]=1[C:8]1[C:13]([C:14]([O:16][CH2:17][CH3:18])=[O:15])=[CH:12][N:11]=[C:10]([CH3:19])[N:9]=1.[Br:20]N1C(=O)CCC1=O. (4) Given the product [Cl:16][C:8]1[C:9]([C:13]([NH2:15])=[O:14])=[N:10][CH:11]=[CH:12][C:7]=1[O:6][C:5]1[CH:17]=[CH:18][C:2]([NH:1][C:27]([C:24]2[C:23](=[O:30])[N:22]([C:31]3[CH:32]=[CH:33][CH:34]=[CH:35][CH:36]=3)[N:21]([CH3:20])[C:25]=2[CH3:26])=[O:28])=[CH:3][C:4]=1[F:19], predict the reactants needed to synthesize it. The reactants are: [NH2:1][C:2]1[CH:18]=[CH:17][C:5]([O:6][C:7]2[CH:12]=[CH:11][N:10]=[C:9]([C:13]([NH2:15])=[O:14])[C:8]=2[Cl:16])=[C:4]([F:19])[CH:3]=1.[CH3:20][N:21]1[C:25]([CH3:26])=[C:24]([C:27](O)=[O:28])[C:23](=[O:30])[N:22]1[C:31]1[CH:36]=[CH:35][CH:34]=[CH:33][CH:32]=1.CCN=C=NCCCN(C)C.C1C=NC2N(O)N=NC=2C=1. (5) Given the product [Cl:17][C:18]1[CH:19]=[C:20]([NH:21][C:2]2[C:7]3[N:8]=[CH:9][N:10]([CH3:11])[C:6]=3[C:5]([C:12]([O:14][CH2:15][CH3:16])=[O:13])=[CH:4][N:3]=2)[CH:22]=[CH:23][CH:24]=1, predict the reactants needed to synthesize it. The reactants are: Cl[C:2]1[C:7]2[N:8]=[CH:9][N:10]([CH3:11])[C:6]=2[C:5]([C:12]([O:14][CH2:15][CH3:16])=[O:13])=[CH:4][N:3]=1.[Cl:17][C:18]1[CH:19]=[C:20]([CH:22]=[CH:23][CH:24]=1)[NH2:21].CS(O)(=O)=O. (6) Given the product [CH2:1]([O:8][C:9](=[O:34])[NH:10][CH2:11][CH2:12][CH2:13][CH2:14][C:15]1[CH:16]=[CH:17][C:18]([NH:21][C:22](=[O:33])[CH2:23][CH2:24][NH:25][C:26]([O:28][C:29]([CH3:30])([CH3:31])[CH3:32])=[O:27])=[CH:19][CH:20]=1)[C:2]1[CH:7]=[CH:6][CH:5]=[CH:4][CH:3]=1, predict the reactants needed to synthesize it. The reactants are: [CH2:1]([O:8][C:9](=[O:34])[NH:10][CH2:11][CH2:12][C:13]#[C:14][C:15]1[CH:20]=[CH:19][C:18]([NH:21][C:22](=[O:33])[CH2:23][CH2:24][NH:25][C:26]([O:28][C:29]([CH3:32])([CH3:31])[CH3:30])=[O:27])=[CH:17][CH:16]=1)[C:2]1[CH:7]=[CH:6][CH:5]=[CH:4][CH:3]=1.